Task: Predict the product of the given reaction.. Dataset: Forward reaction prediction with 1.9M reactions from USPTO patents (1976-2016) (1) Given the reactants C[O:2][C:3]([C:5]1[C:14]2[C:9](=[CH:10][CH:11]=[CH:12][CH:13]=2)[N:8]=[C:7]2[S:15][CH:16]=[CH:17][C:6]=12)=[O:4].[OH-].[Na+].Cl, predict the reaction product. The product is: [S:15]1[C:7]2=[N:8][C:9]3[C:14]([C:5]([C:3]([OH:4])=[O:2])=[C:6]2[CH:17]=[CH:16]1)=[CH:13][CH:12]=[CH:11][CH:10]=3. (2) Given the reactants [C:1]([C:3]1[CH:4]=[C:5]2[C:9](=[CH:10][CH:11]=1)[N:8]([CH:12]1[CH2:17][CH2:16][CH2:15][CH2:14][O:13]1)[N:7]=[C:6]2[C:18]1[CH:19]=[C:20]([NH:24][C:25]([CH:27]2[CH2:32][CH2:31][N:30]([C:33]([O:35][C:36]([CH3:39])([CH3:38])[CH3:37])=[O:34])[CH2:29][CH2:28]2)=[O:26])[CH:21]=[CH:22][CH:23]=1)#[N:2].[OH:40]O.[OH-].[Na+].Cl, predict the reaction product. The product is: [C:1]([C:3]1[CH:4]=[C:5]2[C:9](=[CH:10][CH:11]=1)[N:8]([CH:12]1[CH2:17][CH2:16][CH2:15][CH2:14][O:13]1)[N:7]=[C:6]2[C:18]1[CH:19]=[C:20]([NH:24][C:25]([CH:27]2[CH2:32][CH2:31][N:30]([C:33]([O:35][C:36]([CH3:39])([CH3:38])[CH3:37])=[O:34])[CH2:29][CH2:28]2)=[O:26])[CH:21]=[CH:22][CH:23]=1)(=[O:40])[NH2:2]. (3) Given the reactants [F:1][C:2]1[CH:7]=[CH:6][C:5]([C:8]2[N:12]([S:13]([C:16]3[CH:21]=[CH:20][CH:19]=[CH:18][CH:17]=3)(=[O:15])=[O:14])[C:11]([CH3:22])=[C:10]([CH:23]=O)[CH:9]=2)=[CH:4][CH:3]=1.[Cl-:25].C[NH3+].[C:28]([BH3-])#[N:29].[Na+], predict the reaction product. The product is: [ClH:25].[F:1][C:2]1[CH:7]=[CH:6][C:5]([C:8]2[N:12]([S:13]([C:16]3[CH:21]=[CH:20][CH:19]=[CH:18][CH:17]=3)(=[O:15])=[O:14])[C:11]([CH3:22])=[C:10]([CH2:23][NH:29][CH3:28])[CH:9]=2)=[CH:4][CH:3]=1. (4) The product is: [C:49]([N:52]1[CH2:57][CH2:56][N:55]([CH2:2][CH2:3][O:4][C:5]2[CH:14]=[C:13]3[C:8]([C:9]([O:15][C:16]4[C:17]([F:26])=[C:18]5[C:22](=[CH:23][CH:24]=4)[NH:21][C:20]([CH3:25])=[CH:19]5)=[N:10][CH:11]=[N:12]3)=[CH:7][C:6]=2[O:27][CH3:28])[CH2:54][CH2:53]1)(=[O:51])[CH3:50]. Given the reactants Br[CH2:2][CH2:3][O:4][C:5]1[CH:14]=[C:13]2[C:8]([C:9]([O:15][C:16]3[C:17]([F:26])=[C:18]4[C:22](=[CH:23][CH:24]=3)[NH:21][C:20]([CH3:25])=[CH:19]4)=[N:10][CH:11]=[N:12]2)=[CH:7][C:6]=1[O:27][CH3:28].C1(P(=O)(C2C=CC=CC=2)C2C=CC=CC=2)C=CC=CC=1.[C:49]([N:52]1[CH2:57][CH2:56][NH:55][CH2:54][CH2:53]1)(=[O:51])[CH3:50], predict the reaction product. (5) Given the reactants I[C:2]1[CH:10]=[CH:9][C:5]([C:6]([OH:8])=[O:7])=[CH:4][CH:3]=1.[CH2:11]([N:13]([CH2:27][CH3:28])[C:14]1[CH:19]=[CH:18][C:17]([CH:20]([OH:23])[C:21]#[CH:22])=[CH:16][C:15]=1[CH:24]([CH3:26])[CH3:25])[CH3:12], predict the reaction product. The product is: [CH2:27]([N:13]([CH2:11][CH3:12])[C:14]1[CH:19]=[CH:18][C:17]([CH:20]([OH:23])[C:21]#[C:22][C:2]2[CH:10]=[CH:9][C:5]([C:6]([OH:8])=[O:7])=[CH:4][CH:3]=2)=[CH:16][C:15]=1[CH:24]([CH3:26])[CH3:25])[CH3:28]. (6) Given the reactants [CH3:1][O:2][CH2:3][CH2:4]O.C1(P(C2C=CC=CC=2)C2C=CC=CC=2)C=CC=CC=1.C(OC(N=NC(OCC)=O)=O)C.[O:37]=[C:38]1[C:43]2[CH:44]=[C:45]([C:47]3[CH:52]=[CH:51][N:50]=[CH:49][CH:48]=3)[NH:46][C:42]=2[CH2:41][CH2:40][N:39]1[C:53]([O:55][C:56]([CH3:59])([CH3:58])[CH3:57])=[O:54], predict the reaction product. The product is: [CH3:1][O:2][CH2:3][CH2:4][N:46]1[C:42]2[CH2:41][CH2:40][N:39]([C:53]([O:55][C:56]([CH3:59])([CH3:58])[CH3:57])=[O:54])[C:38](=[O:37])[C:43]=2[CH:44]=[C:45]1[C:47]1[CH:48]=[CH:49][N:50]=[CH:51][CH:52]=1. (7) Given the reactants [F:1][CH:2]([F:19])[O:3][C:4]1[CH:9]=[CH:8][CH:7]=[CH:6][C:5]=1B1OC(C)(C)C(C)(C)O1.[Br:20][C:21]1[CH:22]=[C:23]2[C:29](I)=[N:28][N:27]([CH2:31][O:32][CH2:33][CH2:34][Si:35]([CH3:38])([CH3:37])[CH3:36])[C:24]2=[N:25][CH:26]=1.C(=O)([O-])[O-].[Na+].[Na+].C(#N)C, predict the reaction product. The product is: [Br:20][C:21]1[CH:22]=[C:23]2[C:29]([C:5]3[CH:6]=[CH:7][CH:8]=[CH:9][C:4]=3[O:3][CH:2]([F:1])[F:19])=[N:28][N:27]([CH2:31][O:32][CH2:33][CH2:34][Si:35]([CH3:38])([CH3:37])[CH3:36])[C:24]2=[N:25][CH:26]=1. (8) Given the reactants [CH3:1][O:2][C:3](=[O:21])/[CH:4]=[CH:5]/[C:6]1[CH:7]=[C:8]2[C:17](=[CH:18][CH:19]=1)[O:16][C:11]1([CH2:15][CH2:14][NH:13][CH2:12]1)[CH2:10][C:9]2=[O:20].[CH:22](=O)[C:23]1[CH:28]=[CH:27][CH:26]=[CH:25][CH:24]=1.[BH-](OC(C)=O)(OC(C)=O)OC(C)=O.[Na+], predict the reaction product. The product is: [CH3:1][O:2][C:3](=[O:21])/[CH:4]=[CH:5]/[C:6]1[CH:7]=[C:8]2[C:17](=[CH:18][CH:19]=1)[O:16][C:11]1([CH2:15][CH2:14][N:13]([CH2:22][C:23]3[CH:28]=[CH:27][CH:26]=[CH:25][CH:24]=3)[CH2:12]1)[CH2:10][C:9]2=[O:20]. (9) Given the reactants [F:1][C:2]1[CH:24]=[CH:23][CH:22]=[CH:21][C:3]=1[O:4][C:5]1[C:18](=[O:19])[N:17]([CH3:20])[C:8]2[N:9]=[C:10](S(C)(=O)=O)[N:11]=[CH:12][C:7]=2[CH:6]=1.[NH2:25][C@@H:26]([CH:29]([CH3:31])[CH3:30])[CH2:27][OH:28].CO.O, predict the reaction product. The product is: [F:1][C:2]1[CH:24]=[CH:23][CH:22]=[CH:21][C:3]=1[O:4][C:5]1[C:18](=[O:19])[N:17]([CH3:20])[C:8]2[N:9]=[C:10]([NH:25][C@H:26]([CH2:27][OH:28])[CH:29]([CH3:31])[CH3:30])[N:11]=[CH:12][C:7]=2[CH:6]=1.